Dataset: Reaction yield outcomes from USPTO patents with 853,638 reactions. Task: Predict the reaction yield, written as a fraction of the theoretical maximum amount of product (1.0 means a 100% yield; for example, 0.34 means a 34% yield). (1) The reactants are [OH:1][CH:2]([C:19]1[CH:24]=[CH:23][CH:22]=[CH:21][C:20]=1[O:25][CH3:26])[CH2:3][O:4][C:5]1[CH:18]=[CH:17][C:8](/[CH:9]=[C:10]2/[C:11](=[O:16])[NH:12][C:13](=[O:15])[S:14]/2)=[CH:7][CH:6]=1.N1C=CC=CC=1C1C=CC=CN=1.[BH4-].[Na+].[BH4-]. The catalyst is C1COCC1.[Co](Cl)Cl.CC(O)=O.O. The product is [OH:1][CH:2]([C:19]1[CH:24]=[CH:23][CH:22]=[CH:21][C:20]=1[O:25][CH3:26])[CH2:3][O:4][C:5]1[CH:18]=[CH:17][C:8]([CH2:9][CH:10]2[S:14][C:13](=[O:15])[NH:12][C:11]2=[O:16])=[CH:7][CH:6]=1. The yield is 0.630. (2) The reactants are [Br:1][C:2]1[CH:3]=[C:4]2[C:9](=[CH:10][CH:11]=1)[N:8]=[CH:7][C:6]([C:12]([CH:14]1[CH2:16][CH2:15]1)=[O:13])=[C:5]2Cl.[CH3:18][N:19]1[CH2:24][CH2:23][CH:22]([CH2:25][NH2:26])[CH2:21][CH2:20]1. No catalyst specified. The product is [Br:1][C:2]1[CH:3]=[C:4]2[C:9](=[CH:10][CH:11]=1)[N:8]=[CH:7][C:6]([C:12]([CH:14]1[CH2:16][CH2:15]1)=[O:13])=[C:5]2[NH:26][CH2:25][CH:22]1[CH2:23][CH2:24][N:19]([CH3:18])[CH2:20][CH2:21]1. The yield is 0.850. (3) The reactants are Br[C:2]1[CH:20]=[CH:19][C:5]([CH2:6][CH:7]2[CH2:11][CH2:10][N:9]([CH:12]3[CH2:17][CH2:16][CH2:15][CH2:14][CH2:13]3)[C:8]2=[O:18])=[C:4]([Cl:21])[CH:3]=1.[CH2:22]([O:24][C:25](=[O:41])[C:26]1[CH:31]=[CH:30][CH:29]=[CH:28][C:27]=1B1OC(C)(C)C(C)(C)O1)[CH3:23]. No catalyst specified. The product is [CH2:22]([O:24][C:25]([C:26]1[C:27]([C:2]2[CH:20]=[CH:19][C:5]([CH2:6][CH:7]3[CH2:11][CH2:10][N:9]([CH:12]4[CH2:17][CH2:16][CH2:15][CH2:14][CH2:13]4)[C:8]3=[O:18])=[C:4]([Cl:21])[CH:3]=2)=[CH:28][CH:29]=[CH:30][CH:31]=1)=[O:41])[CH3:23]. The yield is 0.480. (4) The reactants are [CH:1]1([C:4]([N:6]2[C:15]3[C:10](=[C:11]([O:25][C:26]4[CH:33]=[CH:32][CH:31]=[CH:30][C:27]=4[C:28]#[N:29])[C:12](B4OC(C)(C)C(C)(C)O4)=[CH:13][CH:14]=3)[CH2:9][CH2:8][C@@H:7]2[CH3:34])=[O:5])[CH2:3][CH2:2]1.Br[C:36]1[N:37]=[N:38][N:39]([CH3:41])[CH:40]=1.C(=O)([O-])[O-].[Cs+].[Cs+]. The catalyst is O1CCOCC1.O.C1C=CC(P(C2C=CC=CC=2)[C-]2C=CC=C2)=CC=1.C1C=CC(P(C2C=CC=CC=2)[C-]2C=CC=C2)=CC=1.Cl[Pd]Cl.[Fe+2].ClCCl. The product is [CH:1]1([C:4]([N:6]2[C:15]3[C:10](=[C:11]([O:25][C:26]4[CH:33]=[CH:32][CH:31]=[CH:30][C:27]=4[C:28]#[N:29])[C:12]([C:36]4[N:37]=[N:38][N:39]([CH3:41])[CH:40]=4)=[CH:13][CH:14]=3)[CH2:9][CH2:8][C@@H:7]2[CH3:34])=[O:5])[CH2:3][CH2:2]1. The yield is 0.130. (5) The reactants are [CH3:1][CH:2]([CH3:18])[CH2:3][C@H:4]([NH2:17])[C:5]1[CH:10]=[CH:9][CH:8]=[CH:7][C:6]=1[N:11]1[CH2:16][CH2:15][CH2:14][CH2:13][CH2:12]1.[CH2:19]([O:21][C:22]1[CH:23]=[C:24]([CH2:33][C:34](O)=[O:35])[CH:25]=[CH:26][C:27]=1[C:28]([O:30][CH2:31][CH3:32])=[O:29])[CH3:20].B(O)(O)O. The catalyst is C1(C)C=CC=CC=1. The product is [CH2:19]([O:21][C:22]1[CH:23]=[C:24]([CH2:33][C:34]([NH:17][C@H:4]([C:5]2[CH:10]=[CH:9][CH:8]=[CH:7][C:6]=2[N:11]2[CH2:16][CH2:15][CH2:14][CH2:13][CH2:12]2)[CH2:3][CH:2]([CH3:18])[CH3:1])=[O:35])[CH:25]=[CH:26][C:27]=1[C:28]([O:30][CH2:31][CH3:32])=[O:29])[CH3:20]. The yield is 0.733. (6) The reactants are [C:1]([O:5][C:6]([N:8]1[CH2:13][CH2:12][CH:11]([CH2:14][CH2:15][N:16]2[CH2:21][CH2:20][N:19]([C:22]3[CH:27]=[CH:26][CH:25]=[C:24]([CH2:28][OH:29])[CH:23]=3)[CH2:18][CH2:17]2)[CH2:10][CH2:9]1)=[O:7])([CH3:4])([CH3:3])[CH3:2].[H-].[Na+].I[CH3:33]. The catalyst is CS(C)=O. The product is [C:1]([O:5][C:6]([N:8]1[CH2:13][CH2:12][CH:11]([CH2:14][CH2:15][N:16]2[CH2:17][CH2:18][N:19]([C:22]3[CH:27]=[CH:26][CH:25]=[C:24]([CH2:28][O:29][CH3:33])[CH:23]=3)[CH2:20][CH2:21]2)[CH2:10][CH2:9]1)=[O:7])([CH3:4])([CH3:2])[CH3:3]. The yield is 0.730.